The task is: Regression. Given a peptide amino acid sequence and an MHC pseudo amino acid sequence, predict their binding affinity value. This is MHC class I binding data.. This data is from Peptide-MHC class I binding affinity with 185,985 pairs from IEDB/IMGT. (1) The peptide sequence is YLFFYRKSV. The MHC is HLA-A02:02 with pseudo-sequence HLA-A02:02. The binding affinity (normalized) is 0.964. (2) The peptide sequence is SRWRIRSGL. The MHC is HLA-A26:02 with pseudo-sequence HLA-A26:02. The binding affinity (normalized) is 0.0847. (3) The peptide sequence is YHDPANWPL. The MHC is HLA-B44:02 with pseudo-sequence HLA-B44:02. The binding affinity (normalized) is 0.0847. (4) The peptide sequence is QTEENLLDF. The MHC is HLA-B53:01 with pseudo-sequence HLA-B53:01. The binding affinity (normalized) is 0.213. (5) The peptide sequence is YEDQLHRAS. The MHC is HLA-A26:03 with pseudo-sequence HLA-A26:03. The binding affinity (normalized) is 0.0847. (6) The peptide sequence is IYYLEKANK. The MHC is HLA-B08:02 with pseudo-sequence HLA-B08:02. The binding affinity (normalized) is 0.0847. (7) The peptide sequence is ARQCRAPR. The MHC is Mamu-B08 with pseudo-sequence Mamu-B08. The binding affinity (normalized) is 0.347.